This data is from Full USPTO retrosynthesis dataset with 1.9M reactions from patents (1976-2016). The task is: Predict the reactants needed to synthesize the given product. (1) The reactants are: [CH:1]1([C:5]([C:17]2[CH:22]=[CH:21][CH:20]=[CH:19][CH:18]=2)([CH3:16])[C:6]([O:8][CH:9]2[CH2:14][CH2:13][N:12]([CH3:15])[CH2:11][CH2:10]2)=[O:7])[CH2:4][CH2:3][CH2:2]1.[I:23][CH3:24]. Given the product [I-:23].[CH:1]1([C:5]([C:17]2[CH:22]=[CH:21][CH:20]=[CH:19][CH:18]=2)([CH3:16])[C:6]([O:8][CH:9]2[CH2:10][CH2:11][N+:12]([CH3:24])([CH3:15])[CH2:13][CH2:14]2)=[O:7])[CH2:4][CH2:3][CH2:2]1, predict the reactants needed to synthesize it. (2) Given the product [S:5](=[O:7])(=[O:6])([OH:9])[O-:8].[NH4+:4].[S:5]([O-:9])([O-:8])(=[O:7])=[O:6].[NH4+:10].[NH4+:4], predict the reactants needed to synthesize it. The reactants are: C(#[N:4])CC.[S:5](=[O:9])(=[O:8])([OH:7])[OH:6].[NH3:10]. (3) The reactants are: [CH3:1][O:2][C:3](=[O:21])[CH2:4][C:5]1[C:6]([CH3:20])=[N:7][N:8]([CH2:11][C:12]2[CH:17]=[CH:16][C:15]([CH2:18]O)=[CH:14][CH:13]=2)[C:9]=1[CH3:10].C(N(CC)CC)C.CS([Cl:33])(=O)=O. Given the product [CH3:1][O:2][C:3](=[O:21])[CH2:4][C:5]1[C:6]([CH3:20])=[N:7][N:8]([CH2:11][C:12]2[CH:17]=[CH:16][C:15]([CH2:18][Cl:33])=[CH:14][CH:13]=2)[C:9]=1[CH3:10], predict the reactants needed to synthesize it.